Predict the reaction yield, written as a fraction of the theoretical maximum amount of product (1.0 means a 100% yield; for example, 0.34 means a 34% yield). From a dataset of Reaction yield outcomes from USPTO patents with 853,638 reactions. (1) The reactants are C[O:2][C:3]([C:5]1[C:18]([NH:19][C:20]2[CH:25]=[CH:24][C:23]([Br:26])=[CH:22][C:21]=2[CH3:27])=[C:17]([F:28])[C:8]2[N:9]=[CH:10][N:11]([CH2:12][CH2:13][CH2:14][CH:15]=[CH2:16])[C:7]=2[CH:6]=1)=[O:4]. The catalyst is C1COCC1.CO.[OH-].[Na+]. The product is [Br:26][C:23]1[CH:24]=[CH:25][C:20]([NH:19][C:18]2[C:5]([C:3]([OH:4])=[O:2])=[CH:6][C:7]3[N:11]([CH2:12][CH2:13][CH2:14][CH:15]=[CH2:16])[CH:10]=[N:9][C:8]=3[C:17]=2[F:28])=[C:21]([CH3:27])[CH:22]=1. The yield is 1.00. (2) The reactants are [NH2:1][CH:2]1[CH2:6][CH:5]([N:7]2[C:16]3[CH:15]=[CH:14][CH:13]=[C:12]([Cl:17])[C:11]=3[C:10]3=[N:18][O:19][C:20]([CH3:21])=[C:9]3[C:8]2=[O:22])[CH:4]=[CH:3]1.[CH3:23][O:24][C:25]1[CH:30]=[CH:29][CH:28]=[CH:27][C:26]=1[CH2:31][C:32](O)=[O:33].CCN(CC)CC.CCN=C=NCCCN(C)C. The catalyst is C(Cl)Cl. The product is [Cl:17][C:12]1[C:11]2[C:10]3[C:9](=[C:20]([CH3:21])[O:19][N:18]=3)[C:8](=[O:22])[N:7]([CH:5]3[CH2:6][CH:2]([NH:1][C:32](=[O:33])[CH2:31][C:26]4[CH:27]=[CH:28][CH:29]=[CH:30][C:25]=4[O:24][CH3:23])[CH:3]=[CH:4]3)[C:16]=2[CH:15]=[CH:14][CH:13]=1. The yield is 0.410. (3) The reactants are CC1C(C)=CC=CC=1CCN.[CH3:12][NH:13][CH2:14][C:15]1[CH:24]=[CH:23][C:22]2[C:17](=[CH:18]C=CC=2)[C:16]=1[CH2:25]CC.Cl.[O:29]=[C:30]1[NH:39][C:38]2[N:37]=[CH:36][C:35](/[CH:40]=[CH:41]/[C:42](O)=[O:43])=[CH:34][C:33]=2[CH2:32][CH2:31]1.Cl.CN1CC2C=C(/C=C/C(O)=O)C=NC=2NC(=O)C1. No catalyst specified. The product is [CH3:25][C:16]1[C:17]([CH3:18])=[CH:22][CH:23]=[CH:24][C:15]=1[CH2:14][N:13]([CH3:12])[C:42](=[O:43])/[CH:41]=[CH:40]/[C:35]1[CH:36]=[N:37][C:38]2[NH:39][C:30](=[O:29])[CH2:31][CH2:32][C:33]=2[CH:34]=1. The yield is 0.750. (4) The reactants are [CH2:1]=[C:2]([CH2:7][C:8]([O:10]C)=O)[C:3]([O:5][CH3:6])=[O:4].[CH3:12][O:13][C:14]1[CH:21]=[CH:20][C:17]([CH2:18][NH2:19])=[CH:16][CH:15]=1. The catalyst is CO. The product is [CH3:12][O:13][C:14]1[CH:21]=[CH:20][C:17]([CH2:18][N:19]2[C:8](=[O:10])[CH2:7][CH:2]([C:3]([O:5][CH3:6])=[O:4])[CH2:1]2)=[CH:16][CH:15]=1. The yield is 0.780. (5) The reactants are N([C:6]([O:8][C:9]([CH3:12])(C)C)=[O:7])CC(O)=O.[CH3:13]N1CCOCC1.C(OC(Cl)=O)C(C)C.N1[CH2:37][CH2:36][CH2:34][C@H:33]1[C:38](N[C@H:33]([C:38](O)=O)[C@H:34]([CH2:36][CH3:37])C)=O.Cl. The catalyst is O1CCCC1.O. The product is [C:6]([O:8][CH2:9][CH3:12])(=[O:7])[CH3:13].[CH3:38][CH2:33][CH2:34][CH2:36][CH3:37]. The yield is 0.850. (6) The reactants are [F:1][C:2]1[CH:3]=[CH:4][C:5]([C:8]2[C:12]([CH2:13][O:14][C:15]3[CH:23]=[CH:22][C:18]([C:19]([OH:21])=O)=[CH:17][N:16]=3)=[C:11]([CH3:24])[O:10][N:9]=2)=[N:6][CH:7]=1.ClC1C=C(C2C(CO[C:39]3[CH:47]=[CH:46][C:42]([C:43](O)=[O:44])=CN=3)=C(C)ON=2)C=CC=1.[NH2:49]C1CCOCC1. No catalyst specified. The product is [F:1][C:2]1[CH:3]=[CH:4][C:5]([C:8]2[C:12]([CH2:13][O:14][C:15]3[CH:23]=[CH:22][C:18]([C:19]([NH2:49])=[O:21])=[C:17]([CH:46]4[CH2:47][CH2:39][O:44][CH2:43][CH2:42]4)[N:16]=3)=[C:11]([CH3:24])[O:10][N:9]=2)=[N:6][CH:7]=1. The yield is 0.850. (7) The reactants are [F:1][C:2]1[CH:3]=[C:4]([CH2:18][NH2:19])[CH:5]=[C:6]([C:8]2[CH:13]=[CH:12][C:11]([C:14]([F:17])([F:16])[F:15])=[CH:10][CH:9]=2)[CH:7]=1.[F:20][C:21]1[CH:26]=[CH:25][C:24]([S:27]([N:30]([CH2:32][C:33](O)=[O:34])[CH3:31])(=[O:29])=[O:28])=[CH:23][CH:22]=1.CN(C(ON1N=NC2C=CC=NC1=2)=[N+](C)C)C.F[P-](F)(F)(F)(F)F.C(N(CC)C(C)C)(C)C.OS([O-])(=O)=O.[K+]. The catalyst is C(Cl)Cl. The product is [F:20][C:21]1[CH:22]=[CH:23][C:24]([S:27]([N:30]([CH3:31])[CH2:32][C:33]([NH:19][CH2:18][C:4]2[CH:5]=[C:6]([C:8]3[CH:9]=[CH:10][C:11]([C:14]([F:16])([F:17])[F:15])=[CH:12][CH:13]=3)[CH:7]=[C:2]([F:1])[CH:3]=2)=[O:34])(=[O:28])=[O:29])=[CH:25][CH:26]=1. The yield is 0.530. (8) The reactants are [CH3:1][S:2][C:3]1[N:4]=[CH:5][C:6]2[C:12](=[O:13])[CH2:11][CH:10]([C:14]([O:16]CC)=[O:15])[N:9]([C:19]3([CH2:24][O:25][Si:26]([CH:33]([CH3:35])[CH3:34])([CH:30]([CH3:32])[CH3:31])[CH:27]([CH3:29])[CH3:28])[CH2:23][CH2:22][CH2:21][CH2:20]3)[C:7]=2[N:8]=1.C(#N)C.[OH-].[Na+]. The catalyst is O1CCCC1. The product is [CH3:1][S:2][C:3]1[N:4]=[CH:5][C:6]2[C:12](=[O:13])[CH2:11][CH:10]([C:14]([OH:16])=[O:15])[N:9]([C:19]3([CH2:24][O:25][Si:26]([CH:30]([CH3:32])[CH3:31])([CH:27]([CH3:29])[CH3:28])[CH:33]([CH3:35])[CH3:34])[CH2:23][CH2:22][CH2:21][CH2:20]3)[C:7]=2[N:8]=1. The yield is 0.890.